From a dataset of Catalyst prediction with 721,799 reactions and 888 catalyst types from USPTO. Predict which catalyst facilitates the given reaction. (1) Reactant: [NH2:1][C:2]1[CH:10]=[CH:9][C:5]([C:6](O)=[O:7])=[CH:4][C:3]=1[N+:11]([O-:13])=[O:12].S(Cl)([Cl:16])=O.CN(C=O)C. Product: [NH2:1][C:2]1[CH:10]=[CH:9][C:5]([C:6]([Cl:16])=[O:7])=[CH:4][C:3]=1[N+:11]([O-:13])=[O:12]. The catalyst class is: 4. (2) Reactant: Cl[C:2]1[C:7]2=[C:8]([CH2:11][O:12][CH2:13][CH2:14][O:15][CH3:16])[CH:9]=[CH:10][N:6]2[N:5]=[CH:4][N:3]=1.C([O-])(O)=O.[Na+].[N:22]1[CH:27]=[CH:26][CH:25]=[CH:24][C:23]=1[CH2:28][N:29]1[C:37]2[C:32](=[CH:33][C:34]([NH2:38])=[CH:35][CH:36]=2)[CH:31]=[N:30]1.FC1C=C(C=CC=1)CN1C2C(=CC(N)=CC=2)C=N1.N1C=CC=CC=1CCl. Product: [CH3:16][O:15][CH2:14][CH2:13][O:12][CH2:11][C:8]1[CH:9]=[CH:10][N:6]2[C:7]=1[C:2]([NH:38][C:34]1[CH:33]=[C:32]3[C:37](=[CH:36][CH:35]=1)[N:29]([CH2:28][C:23]1[CH:24]=[CH:25][CH:26]=[CH:27][N:22]=1)[N:30]=[CH:31]3)=[N:3][CH:4]=[N:5]2. The catalyst class is: 496. (3) Reactant: [N:1]1[C:5]2[CH:6]=[CH:7][CH:8]=[CH:9][C:4]=2[NH:3][C:2]=1[CH2:10][O:11][C:12]1[CH:17]=[CH:16][C:15]([Cl:18])=[CH:14][CH:13]=1.C([O-])([O-])=O.[K+].[K+].[CH3:25][CH:26]([CH3:29])[CH2:27]Br. Product: [CH3:25][CH:26]([CH3:29])[CH2:27][N:1]1[C:5]2[CH:6]=[CH:7][CH:8]=[CH:9][C:4]=2[N:3]=[C:2]1[CH2:10][O:11][C:12]1[CH:17]=[CH:16][C:15]([Cl:18])=[CH:14][CH:13]=1. The catalyst class is: 3. (4) Reactant: [NH:1]1[CH2:6][CH2:5][CH:4]([NH:7][C:8]2[O:9][C:10]3[C:16]([S:17]([NH2:20])(=[O:19])=[O:18])=[CH:15][CH:14]=[CH:13][C:11]=3[N:12]=2)[CH2:3][CH2:2]1.[CH2:21]([O:23][C:24]1[CH:25]=[C:26]([CH:29]=[CH:30][C:31]=1[F:32])[CH:27]=O)[CH3:22].OC1C=C(C=CC=1F)C(O)=O.ClC1C=CC(C=O)=CC=1OCC.C([BH3-])#N.[Na+].C(N(C(C)C)C(C)C)C. The catalyst class is: 212. Product: [CH2:21]([O:23][C:24]1[CH:25]=[C:26]([CH:29]=[CH:30][C:31]=1[F:32])[CH2:27][N:1]1[CH2:2][CH2:3][CH:4]([NH:7][C:8]2[O:9][C:10]3[C:16]([S:17]([NH2:20])(=[O:18])=[O:19])=[CH:15][CH:14]=[CH:13][C:11]=3[N:12]=2)[CH2:5][CH2:6]1)[CH3:22].